Task: Predict the reaction yield, written as a fraction of the theoretical maximum amount of product (1.0 means a 100% yield; for example, 0.34 means a 34% yield).. Dataset: Reaction yield outcomes from USPTO patents with 853,638 reactions (1) The reactants are [NH2:1][C:2]1[N:7]=[CH:6][C:5]([N:8]2[CH2:13][CH2:12][N:11]([C:14]([O:16][C:17]([CH3:20])([CH3:19])[CH3:18])=[O:15])[CH2:10][C@@H:9]2[CH3:21])=[CH:4][CH:3]=1.Br[C:23]1[C:24](=[O:31])[N:25]([CH3:30])[CH:26]=[C:27]([Br:29])[CH:28]=1. No catalyst specified. The product is [Br:29][C:27]1[CH:28]=[C:23]([NH:1][C:2]2[N:7]=[CH:6][C:5]([N:8]3[CH2:13][CH2:12][N:11]([C:14]([O:16][C:17]([CH3:20])([CH3:19])[CH3:18])=[O:15])[CH2:10][C@@H:9]3[CH3:21])=[CH:4][CH:3]=2)[C:24](=[O:31])[N:25]([CH3:30])[CH:26]=1. The yield is 0.830. (2) The reactants are [NH2:1][C:2]1[CH:3]=[C:4]2[C:8](=[CH:9][CH:10]=1)[NH:7][C:6](=[O:11])[CH2:5]2.[CH:12]([N:15]=[C:16]=[O:17])([CH3:14])[CH3:13]. The catalyst is C(OCC)(=O)C. The product is [CH:12]([NH:15][C:16]([NH:1][C:2]1[CH:3]=[C:4]2[C:8](=[CH:9][CH:10]=1)[NH:7][C:6](=[O:11])[CH2:5]2)=[O:17])([CH3:14])[CH3:13]. The yield is 0.580.